Dataset: NCI-60 drug combinations with 297,098 pairs across 59 cell lines. Task: Regression. Given two drug SMILES strings and cell line genomic features, predict the synergy score measuring deviation from expected non-interaction effect. (1) Drug 1: CC1=C(C(=O)C2=C(C1=O)N3CC4C(C3(C2COC(=O)N)OC)N4)N. Drug 2: C1CCC(C(C1)N)N.C(=O)(C(=O)[O-])[O-].[Pt+4]. Cell line: A498. Synergy scores: CSS=10.2, Synergy_ZIP=-11.3, Synergy_Bliss=-18.4, Synergy_Loewe=-15.7, Synergy_HSA=-14.0. (2) Drug 1: CC(C)NC(=O)C1=CC=C(C=C1)CNNC.Cl. Drug 2: C1CCC(C(C1)N)N.C(=O)(C(=O)[O-])[O-].[Pt+4]. Cell line: SK-OV-3. Synergy scores: CSS=-0.0905, Synergy_ZIP=-1.36, Synergy_Bliss=-3.59, Synergy_Loewe=-4.25, Synergy_HSA=-4.36. (3) Drug 1: CS(=O)(=O)C1=CC(=C(C=C1)C(=O)NC2=CC(=C(C=C2)Cl)C3=CC=CC=N3)Cl. Drug 2: CC12CCC3C(C1CCC2O)C(CC4=C3C=CC(=C4)O)CCCCCCCCCS(=O)CCCC(C(F)(F)F)(F)F. Cell line: SNB-75. Synergy scores: CSS=0.887, Synergy_ZIP=0.104, Synergy_Bliss=0.440, Synergy_Loewe=-0.339, Synergy_HSA=-1.67. (4) Drug 1: CS(=O)(=O)OCCCCOS(=O)(=O)C. Drug 2: C1CCC(C(C1)N)N.C(=O)(C(=O)[O-])[O-].[Pt+4]. Cell line: COLO 205. Synergy scores: CSS=52.8, Synergy_ZIP=-3.73, Synergy_Bliss=-4.38, Synergy_Loewe=5.61, Synergy_HSA=6.05. (5) Synergy scores: CSS=67.0, Synergy_ZIP=-0.347, Synergy_Bliss=-2.03, Synergy_Loewe=-2.30, Synergy_HSA=0.365. Cell line: SR. Drug 2: CC1=C2C(C(=O)C3(C(CC4C(C3C(C(C2(C)C)(CC1OC(=O)C(C(C5=CC=CC=C5)NC(=O)OC(C)(C)C)O)O)OC(=O)C6=CC=CC=C6)(CO4)OC(=O)C)O)C)O. Drug 1: C1=CC(=CC=C1CCCC(=O)O)N(CCCl)CCCl. (6) Drug 2: CN(CCCl)CCCl.Cl. Cell line: A498. Drug 1: C1=C(C(=O)NC(=O)N1)F. Synergy scores: CSS=51.7, Synergy_ZIP=-4.83, Synergy_Bliss=-7.53, Synergy_Loewe=-5.54, Synergy_HSA=-4.54. (7) Drug 1: CCC1=CC2CC(C3=C(CN(C2)C1)C4=CC=CC=C4N3)(C5=C(C=C6C(=C5)C78CCN9C7C(C=CC9)(C(C(C8N6C)(C(=O)OC)O)OC(=O)C)CC)OC)C(=O)OC.C(C(C(=O)O)O)(C(=O)O)O. Drug 2: C1=NC2=C(N1)C(=S)N=C(N2)N. Cell line: ACHN. Synergy scores: CSS=65.3, Synergy_ZIP=-7.82, Synergy_Bliss=-6.44, Synergy_Loewe=-5.73, Synergy_HSA=-1.46. (8) Drug 1: CC1=C2C(C(=O)C3(C(CC4C(C3C(C(C2(C)C)(CC1OC(=O)C(C(C5=CC=CC=C5)NC(=O)OC(C)(C)C)O)O)OC(=O)C6=CC=CC=C6)(CO4)OC(=O)C)O)C)O. Drug 2: CCN(CC)CCNC(=O)C1=C(NC(=C1C)C=C2C3=C(C=CC(=C3)F)NC2=O)C. Cell line: U251. Synergy scores: CSS=5.30, Synergy_ZIP=9.69, Synergy_Bliss=14.4, Synergy_Loewe=3.30, Synergy_HSA=10.5. (9) Drug 2: CC1=C(C(CCC1)(C)C)C=CC(=CC=CC(=CC(=O)O)C)C. Synergy scores: CSS=4.70, Synergy_ZIP=-1.39, Synergy_Bliss=0.0333, Synergy_Loewe=-0.291, Synergy_HSA=1.10. Cell line: SF-295. Drug 1: C1=CC(=CC=C1CC(C(=O)O)N)N(CCCl)CCCl.Cl.